This data is from Catalyst prediction with 721,799 reactions and 888 catalyst types from USPTO. The task is: Predict which catalyst facilitates the given reaction. (1) The catalyst class is: 2. Product: [OH:1][CH:2]([C:15]1[CH:16]=[CH:17][C:18]([C:21]2[N:25]=[C:24]([C:26]3[C:30]([CH2:31][CH2:32][CH3:33])=[C:29]([C:34]4[CH:35]=[CH:36][CH:37]=[CH:38][CH:39]=4)[O:28][N:27]=3)[O:23][N:22]=2)=[CH:19][CH:20]=1)[CH2:3][N:4]1[CH2:5][CH:6]([C:8]([OH:10])=[O:9])[CH2:7]1. Reactant: [OH:1][CH:2]([C:15]1[CH:20]=[CH:19][C:18]([C:21]2[N:25]=[C:24]([C:26]3[C:30]([CH2:31][CH2:32][CH3:33])=[C:29]([C:34]4[CH:39]=[CH:38][CH:37]=[CH:36][CH:35]=4)[O:28][N:27]=3)[O:23][N:22]=2)=[CH:17][CH:16]=1)[CH2:3][N:4]1[CH2:7][CH:6]([C:8]([O:10]C(C)(C)C)=[O:9])[CH2:5]1.C(O)(C(F)(F)F)=O. (2) Reactant: [Na].[Br:2][C:3]1[CH:8]=[CH:7][C:6]([C:9]2[N:10]=[C:11]([C:15]([OH:17])=O)[N:12]([CH3:14])[CH:13]=2)=[CH:5][CH:4]=1.CN1CCOCC1.ClC(OCC(C)C)=O.Cl.[CH3:34][NH:35][O:36][CH3:37]. Product: [Br:2][C:3]1[CH:4]=[CH:5][C:6]([C:9]2[N:10]=[C:11]([C:15]([N:35]([CH3:34])[O:36][CH3:37])=[O:17])[N:12]([CH3:14])[CH:13]=2)=[CH:7][CH:8]=1. The catalyst class is: 2. (3) Reactant: [Cl:1][C:2]1[CH:3]=[CH:4][C:5]([O:11][CH2:12][C:13]2[CH:18]=[CH:17][C:16]([Cl:19])=[CH:15][C:14]=2[F:20])=[C:6](B(O)O)[CH:7]=1.Cl.Cl[CH2:23][C:24]1[N:29]=[C:28]([C:30]([O:32][CH2:33][CH3:34])=[O:31])[CH:27]=[CH:26][CH:25]=1.C(=O)([O-])[O-].[K+].[K+].C1(C)C=CC=CC=1.C(O)C. Product: [Cl:1][C:2]1[CH:3]=[CH:4][C:5]([O:11][CH2:12][C:13]2[CH:18]=[CH:17][C:16]([Cl:19])=[CH:15][C:14]=2[F:20])=[C:6]([CH2:23][C:24]2[N:29]=[C:28]([C:30]([O:32][CH2:33][CH3:34])=[O:31])[CH:27]=[CH:26][CH:25]=2)[CH:7]=1. The catalyst class is: 809. (4) Reactant: [CH3:1][O:2][C:3]1[CH:21]=[C:20]([N+:22]([O-])=O)[CH:19]=[CH:18][C:4]=1[O:5][CH2:6][CH2:7][N:8]1[CH2:17][CH2:16][C:15]2[C:10](=[CH:11][CH:12]=[CH:13][CH:14]=2)[CH2:9]1. Product: [CH2:9]1[C:10]2[C:15](=[CH:14][CH:13]=[CH:12][CH:11]=2)[CH2:16][CH2:17][N:8]1[CH2:7][CH2:6][O:5][C:4]1[CH:18]=[CH:19][C:20]([NH2:22])=[CH:21][C:3]=1[O:2][CH3:1]. The catalyst class is: 98. (5) Reactant: [C:1]([Si:5]([CH3:18])([CH3:17])[O:6][C:7]([C:10]([CH3:16])([CH:14]=[CH2:15])[C:11]([OH:13])=[O:12])([CH3:9])[CH3:8])([CH3:4])([CH3:3])[CH3:2].Br[C:20]1[CH:29]=[C:28]2[C:23]([CH:24]=[CH:25][C:26]([C@H:30]([O:32][C:33](=[O:35])[CH3:34])[CH3:31])=[N:27]2)=[CH:22][CH:21]=1.C1(C)C=CC=CC=1P(C1C=CC=CC=1C)C1C=CC=CC=1C.C(N(CC)CC)C. Product: [C:33]([O:32][C@@H:30]([C:26]1[CH:25]=[CH:24][C:23]2[C:28](=[CH:29][C:20](/[CH:15]=[CH:14]/[C:10]([C:7]([O:6][Si:5]([C:1]([CH3:4])([CH3:3])[CH3:2])([CH3:18])[CH3:17])([CH3:8])[CH3:9])([CH3:16])[C:11]([OH:13])=[O:12])=[CH:21][CH:22]=2)[N:27]=1)[CH3:31])(=[O:35])[CH3:34]. The catalyst class is: 524. (6) Reactant: [CH3:1][N:2]([CH3:23])[C:3]([C:5]1[CH:6]=[C:7]([OH:22])[C:8]2[N:12]=[C:11]([CH3:13])[N:10](C(OC(C)(C)C)=O)[C:9]=2[CH:21]=1)=[O:4].[F:24][C:25]1[CH:34]=[CH:33][CH:32]=[C:31]2[C:26]=1[CH:27](O)[CH2:28][CH2:29][O:30]2.C1(P(C2C=CC=CC=2)C2C=CC=CC=2)C=CC=CC=1.N(C(OC(C)C)=O)=NC(OC(C)C)=O.[OH-].[Na+]. Product: [F:24][C:25]1[CH:34]=[CH:33][CH:32]=[C:31]2[C:26]=1[CH:27]([O:22][C:7]1[C:8]3[N:12]=[C:11]([CH3:13])[NH:10][C:9]=3[CH:21]=[C:5]([C:3]([N:2]([CH3:1])[CH3:23])=[O:4])[CH:6]=1)[CH2:28][CH2:29][O:30]2. The catalyst class is: 224.